Dataset: Full USPTO retrosynthesis dataset with 1.9M reactions from patents (1976-2016). Task: Predict the reactants needed to synthesize the given product. (1) Given the product [CH2:11]([C:8]1[CH:9]=[CH:10][C:5]([CH:23]=[O:24])=[CH:6][CH:7]=1)[CH2:12][CH2:13][CH2:14][CH2:15][CH2:16][CH2:17][CH2:18][CH3:19], predict the reactants needed to synthesize it. The reactants are: [Mg].II.Br[C:5]1[CH:10]=[CH:9][C:8]([CH2:11][CH2:12][CH2:13][CH2:14][CH2:15][CH2:16][CH2:17][CH2:18][CH3:19])=[CH:7][CH:6]=1.CN([CH:23]=[O:24])C. (2) Given the product [C:1](=[O:9])([O:5][CH:6]([CH3:8])[CH3:7])[O:2][CH2:3][O:38][C:25]1[C:24](=[O:39])[C:23]([C:21]([NH:20][CH2:19][C:13]2[CH:14]=[CH:15][C:16]([F:18])=[CH:17][C:12]=2[F:11])=[O:22])=[CH:37][N:27]2[C:26]=1[C:31](=[O:32])[N:30]1[C@@H:33]([CH3:36])[CH2:34][O:35][C@@H:29]1[CH2:28]2, predict the reactants needed to synthesize it. The reactants are: [C:1](=[O:9])([O:5][CH:6]([CH3:8])[CH3:7])[O:2][CH2:3]I.[Na].[F:11][C:12]1[CH:17]=[C:16]([F:18])[CH:15]=[CH:14][C:13]=1[CH2:19][NH:20][C:21]([C:23]1[C:24](=[O:39])[C:25]([OH:38])=[C:26]2[C:31](=[O:32])[N:30]3[C@@H:33]([CH3:36])[CH2:34][O:35][C@@H:29]3[CH2:28][N:27]2[CH:37]=1)=[O:22].C(=O)([O-])[O-].[K+].[K+]. (3) The reactants are: Cl[CH2:2][C:3]1[N:4]=[C:5]([NH:8][C:9](=[O:31])[C:10]2[CH:15]=[C:14]([O:16][C:17]3[CH:22]=[CH:21][C:20]([S:23]([CH3:26])(=[O:25])=[O:24])=[CH:19][CH:18]=3)[CH:13]=[C:12]([O:27][CH:28]([CH3:30])[CH3:29])[CH:11]=2)[S:6][CH:7]=1.[CH3:32][NH:33][CH3:34]. Given the product [CH3:32][N:33]([CH2:2][C:3]1[N:4]=[C:5]([NH:8][C:9](=[O:31])[C:10]2[CH:15]=[C:14]([O:16][C:17]3[CH:22]=[CH:21][C:20]([S:23]([CH3:26])(=[O:25])=[O:24])=[CH:19][CH:18]=3)[CH:13]=[C:12]([O:27][CH:28]([CH3:30])[CH3:29])[CH:11]=2)[S:6][CH:7]=1)[CH3:34], predict the reactants needed to synthesize it. (4) Given the product [C:1]([C:5]1[CH:18]=[CH:17][C:8]([O:9][CH2:10][C@H:11]2[O:15][C:14]3=[N:16][C:25](=[O:26])[CH:24]=[C:23]([CH2:22][O:21][CH3:19])[N:13]3[CH2:12]2)=[CH:7][CH:6]=1)([CH3:4])([CH3:2])[CH3:3], predict the reactants needed to synthesize it. The reactants are: [C:1]([C:5]1[CH:18]=[CH:17][C:8]([O:9][CH2:10][C@H:11]2[O:15][C:14]([NH2:16])=[N:13][CH2:12]2)=[CH:7][CH:6]=1)([CH3:4])([CH3:3])[CH3:2].[CH2:19]([O:21][C:22](=O)[C:23]#[C:24][CH2:25][O:26]C)C. (5) Given the product [NH2:31][C:26]1[CH:27]=[CH:28][C:23]([CH2:22][CH2:21][NH:29][S:17]([C:15]2[CH:14]=[CH:13][C:11]3[N:12]=[C:8]([C:3]4[C:4]([CH3:7])=[N:5][NH:6][C:2]=4[NH2:1])[S:9][C:10]=3[CH:16]=2)(=[O:19])=[O:18])=[CH:24][CH:25]=1, predict the reactants needed to synthesize it. The reactants are: [NH2:1][C:2]1[NH:6][N:5]=[C:4]([CH3:7])[C:3]=1[C:8]1[S:9][C:10]2[CH:16]=[C:15]([S:17](Cl)(=[O:19])=[O:18])[CH:14]=[CH:13][C:11]=2[N:12]=1.[CH2:21]([NH2:29])[CH2:22][C:23]1[CH:28]=[CH:27][CH:26]=[CH:25][CH:24]=1.C[N:31]1CCOCC1. (6) Given the product [F:54][CH:52]([F:53])[C:41]1[C:42]2[C:43]([F:50])([F:51])[CH2:44][CH2:45][C:46]([F:48])([F:49])[C:47]=2[N:39]([CH2:38][C:37]([NH:36][C@H:26]([C:25]2[N:24]=[C:23]([C:56]([NH2:58])=[O:57])[CH:22]=[CH:21][C:20]=2[C:9]2[CH:10]=[C:11]3[CH:17]=[CH:16][NH:15][C:12]3=[N:13][CH:14]=2)[CH2:27][C:28]2[CH:33]=[C:32]([F:34])[CH:31]=[C:30]([F:35])[CH:29]=2)=[O:55])[N:40]=1, predict the reactants needed to synthesize it. The reactants are: CC1(C)C(C)(C)OB([C:9]2[CH:10]=[C:11]3[CH:17]=[CH:16][NH:15][C:12]3=[N:13][CH:14]=2)O1.Br[C:20]1[CH:21]=[CH:22][C:23]([C:56]([NH2:58])=[O:57])=[N:24][C:25]=1[C@@H:26]([NH:36][C:37](=[O:55])[CH2:38][N:39]1[C:47]2[C:46]([F:49])([F:48])[CH2:45][CH2:44][C:43]([F:51])([F:50])[C:42]=2[C:41]([CH:52]([F:54])[F:53])=[N:40]1)[CH2:27][C:28]1[CH:33]=[C:32]([F:34])[CH:31]=[C:30]([F:35])[CH:29]=1.